Predict the reaction yield, written as a fraction of the theoretical maximum amount of product (1.0 means a 100% yield; for example, 0.34 means a 34% yield). From a dataset of Reaction yield outcomes from USPTO patents with 853,638 reactions. The reactants are [F:1][C:2]([F:40])([F:39])[C:3]1[CH:4]=[C:5]([CH2:13][N:14]([CH3:38])[C:15]([N:17]2[CH2:29][CH2:28][C@:20]3([NH:24][C@H:23]([C:25]([NH2:27])=[O:26])[CH2:22][CH2:21]3)[CH2:19][C@@H:18]2[C:30]2[CH:35]=[CH:34][C:33]([F:36])=[CH:32][C:31]=2[CH3:37])=[O:16])[CH:6]=[C:7]([C:9]([F:12])([F:11])[F:10])[CH:8]=1.[ClH:41]. The catalyst is C(OCC)C. The product is [ClH:41].[F:40][C:2]([F:1])([F:39])[C:3]1[CH:4]=[C:5]([CH2:13][N:14]([CH3:38])[C:15]([N:17]2[CH2:29][CH2:28][C@:20]3([NH:24][C@H:23]([C:25]([NH2:27])=[O:26])[CH2:22][CH2:21]3)[CH2:19][C@@H:18]2[C:30]2[CH:35]=[CH:34][C:33]([F:36])=[CH:32][C:31]=2[CH3:37])=[O:16])[CH:6]=[C:7]([C:9]([F:10])([F:12])[F:11])[CH:8]=1. The yield is 0.880.